Dataset: Catalyst prediction with 721,799 reactions and 888 catalyst types from USPTO. Task: Predict which catalyst facilitates the given reaction. (1) Reactant: [CH2:1]([O:8][C:9]([N:11]1[CH2:16][CH2:15][CH:14]([NH2:17])[CH2:13][CH2:12]1)=[O:10])[C:2]1[CH:7]=[CH:6][CH:5]=[CH:4][CH:3]=1.C(N(CC)CC)C.[CH2:25]([O:29][C:30](Cl)=[O:31])[CH2:26][CH2:27][CH3:28]. Product: [CH2:1]([O:8][C:9]([N:11]1[CH2:16][CH2:15][CH:14]([NH:17][C:30]([O:29][CH2:25][CH2:26][CH2:27][CH3:28])=[O:31])[CH2:13][CH2:12]1)=[O:10])[C:2]1[CH:7]=[CH:6][CH:5]=[CH:4][CH:3]=1. The catalyst class is: 4. (2) The catalyst class is: 4. Reactant: [C:1]([NH:8][C@@H:9]([C:17]([OH:19])=O)[CH2:10][C:11]1[CH:12]=[N:13][CH:14]=[CH:15][CH:16]=1)([O:3][C:4]([CH3:7])([CH3:6])[CH3:5])=[O:2].Br.Br.[CH3:22][N:23]1[CH2:28][CH2:27][CH:26]([CH:29]2[CH2:34][CH2:33][NH:32][CH2:31][CH2:30]2)[CH2:25][CH2:24]1.CCOC(OC(OCC)=O)=O.C(N(CC)C(C)C)(C)C. Product: [C:1]([NH:8][C@@H:9]([C:17]([N:32]1[CH2:33][CH2:34][CH:29]([CH:26]2[CH2:25][CH2:24][N:23]([CH3:22])[CH2:28][CH2:27]2)[CH2:30][CH2:31]1)=[O:19])[CH2:10][C:11]1[CH:12]=[N:13][CH:14]=[CH:15][CH:16]=1)([O:3][C:4]([CH3:5])([CH3:6])[CH3:7])=[O:2]. (3) Reactant: [H-].[Na+].[O:3]=[C:4]([CH2:12][C:13]1[CH:18]=[CH:17][CH:16]=[CH:15][CH:14]=1)[CH2:5]P(=O)(OC)OC.[CH3:19][O:20][C:21](=[O:37])[CH2:22][O:23][CH2:24][C:25]#[C:26][CH2:27][N:28]1[C:33](=[O:34])[CH2:32][CH2:31][CH2:30][C@@H:29]1[CH:35]=O. Product: [CH3:19][O:20][C:21](=[O:37])[CH2:22][O:23][CH2:24][C:25]#[C:26][CH2:27][N:28]1[C@@H:29](/[CH:35]=[CH:5]/[C:4](=[O:3])[CH2:12][C:13]2[CH:14]=[CH:15][CH:16]=[CH:17][CH:18]=2)[CH2:30][CH2:31][CH2:32][C:33]1=[O:34]. The catalyst class is: 1. (4) Reactant: [CH3:1][C:2]1[CH:3]=[N+:4]([O-])[CH:5]=[CH:6][CH:7]=1.COS(OC)(=O)=O.[C-:16]#[N:17].[K+]. Product: [CH3:1][C:2]1[CH:3]=[N:4][CH:5]=[CH:6][C:7]=1[C:16]#[N:17]. The catalyst class is: 88.